Dataset: Forward reaction prediction with 1.9M reactions from USPTO patents (1976-2016). Task: Predict the product of the given reaction. (1) Given the reactants [CH:1]([O:4][C:5]1[CH:13]=[CH:12][C:11]([S:14]([CH3:17])(=[O:16])=[O:15])=[CH:10][C:6]=1[C:7]([OH:9])=O)([CH3:3])[CH3:2].CN(C(ON1N=NC2C=CC=CC1=2)=[N+](C)C)C.[B-](F)(F)(F)F.C(N(C(C)C)C(C)C)C.[NH:49]1[CH2:54][CH2:53][CH:52]([O:55][C:56]2[CH:61]=[CH:60][N:59]=[CH:58][CH:57]=2)[CH2:51][CH2:50]1, predict the reaction product. The product is: [CH:1]([O:4][C:5]1[CH:13]=[CH:12][C:11]([S:14]([CH3:17])(=[O:16])=[O:15])=[CH:10][C:6]=1[C:7]([N:59]1[CH2:60][CH2:61][CH:56]([O:55][C:52]2[CH:53]=[CH:54][N:49]=[CH:50][CH:51]=2)[CH2:57][CH2:58]1)=[O:9])([CH3:2])[CH3:3]. (2) Given the reactants [CH3:1][C:2]1[C:3](NC(=O)OC(C)(C)C)=[C:4]2[C:8](=[CH:9][CH:10]=1)[N:7]([S:11]([C:14]1[CH:20]=[CH:19][C:17]([CH3:18])=[CH:16][CH:15]=1)(=[O:13])=[O:12])[CH:6]=[CH:5]2.[C:29]([O-:32])([O-])=O.[K+].[K+].[C:35]1(C)C=CC=C[CH:36]=1.COC1C=CC=C(OC)C=1C1C=CC=CC=1P(C1CCCCC1)C1CCCCC1, predict the reaction product. The product is: [CH3:1][C:2]1[CH:10]=[C:9]([CH:35]=[CH2:36])[C:8]2[N:7]([S:11]([C:14]3[CH:15]=[CH:16][C:17]([CH3:18])=[CH:19][CH:20]=3)(=[O:12])=[O:13])[CH:6]=[CH:5][C:4]=2[C:3]=1[CH:29]=[O:32]. (3) Given the reactants [Br:1][C:2]1[CH:7]=[CH:6][C:5]([CH2:8][C:9]2[C:10]([OH:17])=[N:11][NH:12][C:13]=2[CH:14]([CH3:16])[CH3:15])=[C:4]([CH3:18])[CH:3]=1.[C:19]([OH:27])(=[O:26])[C:20]1[CH:25]=[CH:24][CH:23]=[CH:22][CH:21]=1.[C:28]([OH:36])(=[O:35])[C:29]1[CH:34]=[CH:33][CH:32]=[CH:31][CH:30]=1.[C:37]([OH:45])(=[O:44])[C:38]1[CH:43]=[CH:42][CH:41]=[CH:40][CH:39]=1.[C:46]([OH:54])(=[O:53])[C:47]1[CH:52]=[CH:51][CH:50]=[CH:49][CH:48]=1.[C@H:55]1(Br)[O:63][C@H:62]([CH2:64]O)[C@@H:60](O)[C@H:58](O)[C@H:56]1O.ClCCl.C(=O)([O-])[O-].[K+].[K+], predict the reaction product. The product is: [C:19]([O:27][C@@H:56]1[C@@H:58]([O:35][C:28](=[O:36])[C:29]2[CH:34]=[CH:33][CH:32]=[CH:31][CH:30]=2)[C@H:60]([O:44][C:37](=[O:45])[C:38]2[CH:43]=[CH:42][CH:41]=[CH:40][CH:39]=2)[C@@H:62]([CH2:64][O:53][C:46](=[O:54])[C:47]2[CH:52]=[CH:51][CH:50]=[CH:49][CH:48]=2)[O:63][C@H:55]1[O:17][C:10]1[C:9]([CH2:8][C:5]2[CH:6]=[CH:7][C:2]([Br:1])=[CH:3][C:4]=2[CH3:18])=[C:13]([CH:14]([CH3:15])[CH3:16])[NH:12][N:11]=1)(=[O:26])[C:20]1[CH:25]=[CH:24][CH:23]=[CH:22][CH:21]=1. (4) Given the reactants C(OC(C(F)(F)F)=O)(C(F)(F)F)=O.CS(C)=O.[Cl:18][C:19]1[C:20]([NH:25][CH2:26][C@H:27]([C@H:29]2[C@H:36]3[C@H:32]([O:33][C:34]([CH3:38])([CH3:37])[O:35]3)[C:31]([CH2:39][O:40][C:41]([C:54]3[CH:59]=[CH:58][CH:57]=[CH:56][CH:55]=3)([C:48]3[CH:53]=[CH:52][CH:51]=[CH:50][CH:49]=3)[C:42]3[CH:47]=[CH:46][CH:45]=[CH:44][CH:43]=3)=[CH:30]2)[OH:28])=[N:21][CH:22]=[CH:23][N:24]=1.CCN(C(C)C)C(C)C, predict the reaction product. The product is: [Cl:18][C:19]1[C:20]([NH:25][CH2:26][C:27]([C@H:29]2[C@H:36]3[C@H:32]([O:33][C:34]([CH3:38])([CH3:37])[O:35]3)[C:31]([CH2:39][O:40][C:41]([C:48]3[CH:53]=[CH:52][CH:51]=[CH:50][CH:49]=3)([C:54]3[CH:59]=[CH:58][CH:57]=[CH:56][CH:55]=3)[C:42]3[CH:43]=[CH:44][CH:45]=[CH:46][CH:47]=3)=[CH:30]2)=[O:28])=[N:21][CH:22]=[CH:23][N:24]=1. (5) Given the reactants [Cl:1][C:2]1[CH:18]=[CH:17][C:5]2[CH2:6][CH2:7][N:8]([C:11](=[O:16])[C:12]([F:15])([F:14])[F:13])[CH2:9][CH2:10][C:4]=2[C:3]=1OS(C(F)(F)F)(=O)=O.[CH:27]([NH:30][C:31]([CH2:33][C:34]1[CH:41]=[CH:40][C:37]([CH2:38][NH2:39])=[CH:36][CH:35]=1)=[O:32])([CH3:29])[CH3:28], predict the reaction product. The product is: [Cl:1][C:2]1[CH:18]=[CH:17][C:5]2[CH2:6][CH2:7][N:8]([C:11](=[O:16])[C:12]([F:15])([F:14])[F:13])[CH2:9][CH2:10][C:4]=2[C:3]=1[NH:39][CH2:38][C:37]1[CH:40]=[CH:41][C:34]([CH2:33][C:31](=[O:32])[NH:30][CH:27]([CH3:28])[CH3:29])=[CH:35][CH:36]=1. (6) Given the reactants Br[CH:2]([CH3:8])[C:3]([O:5][CH2:6][CH3:7])=[O:4].[NH:9]1[CH2:13][CH2:12][CH2:11][CH2:10]1, predict the reaction product. The product is: [N:9]1([CH:2]([CH3:8])[C:3]([O:5][CH2:6][CH3:7])=[O:4])[CH2:13][CH2:12][CH2:11][CH2:10]1. (7) Given the reactants [C:1]([O:5][C:6]([N:8]1[CH2:13][CH2:12][CH2:11][C@H:10]([CH2:14][O:15][C:16]2[CH:21]=[CH:20][CH:19]=[CH:18][C:17]=2[O:22]CC2C=CC=CC=2)[CH2:9]1)=[O:7])([CH3:4])([CH3:3])[CH3:2], predict the reaction product. The product is: [C:1]([O:5][C:6]([N:8]1[CH2:13][CH2:12][CH2:11][C@H:10]([CH2:14][O:15][C:16]2[CH:21]=[CH:20][CH:19]=[CH:18][C:17]=2[OH:22])[CH2:9]1)=[O:7])([CH3:4])([CH3:2])[CH3:3]. (8) Given the reactants [Br:1][C:2]1[CH:3]=[N:4][C:5](I)=[N:6][CH:7]=1.[Si]([C:13]([F:16])([F:15])[F:14])(C)(C)C.[F-].[K+], predict the reaction product. The product is: [Br:1][C:2]1[CH:3]=[N:4][C:5]([C:13]([F:16])([F:15])[F:14])=[N:6][CH:7]=1. (9) Given the reactants [NH2:1][C:2]1[CH:7]=[CH:6][N:5]=[CH:4][CH:3]=1.Cl[C:9]([O:11][C:12]1[CH:17]=[CH:16][CH:15]=[CH:14][CH:13]=1)=[O:10], predict the reaction product. The product is: [N:5]1[CH:6]=[CH:7][C:2]([NH:1][C:9](=[O:10])[O:11][C:12]2[CH:17]=[CH:16][CH:15]=[CH:14][CH:13]=2)=[CH:3][CH:4]=1. (10) Given the reactants [CH2:1]([O:8][C:9]([NH:11][C@@H:12]([C:16]12[CH2:25][CH:20]3[CH2:21][CH:22]([CH2:24][C:18](O)([CH2:19]3)[CH2:17]1)[CH2:23]2)[C:13]([OH:15])=O)=[O:10])[C:2]1[CH:7]=[CH:6][CH:5]=[CH:4][CH:3]=1.O[N:28]1[C:32]2[CH:33]=[CH:34][CH:35]=[CH:36][C:31]=2[N:30]=N1.C(N(CC)C(C)C)(C)C.C(OCC)(=[O:48])C, predict the reaction product. The product is: [C:32]([C@@H:33]1[CH2:34][C@H:35]2[C@H:31]([CH2:36]2)[N:30]1[C:13](=[O:15])[C@@H:12]([NH:11][C:9](=[O:10])[O:8][CH2:1][C:2]1[CH:3]=[CH:4][CH:5]=[CH:6][CH:7]=1)[C:16]12[CH2:25][CH:20]3[CH2:21][CH:22]([CH2:24][C:18]([OH:48])([CH2:19]3)[CH2:17]1)[CH2:23]2)#[N:28].